Dataset: Full USPTO retrosynthesis dataset with 1.9M reactions from patents (1976-2016). Task: Predict the reactants needed to synthesize the given product. Given the product [F:1][C:2]1([F:16])[CH2:7][CH2:6][CH:5]([NH2:8])[CH2:4][CH2:3]1, predict the reactants needed to synthesize it. The reactants are: [F:1][C:2]1([F:16])[CH2:7][CH2:6][CH:5]([NH:8]C(OC(C)(C)C)=O)[CH2:4][CH2:3]1.C(O)(C(F)(F)F)=O.